This data is from Retrosynthesis with 50K atom-mapped reactions and 10 reaction types from USPTO. The task is: Predict the reactants needed to synthesize the given product. (1) Given the product Cc1ccc(C(O)[C@@H]2CCCN2C(=O)OC(C)(C)C)cc1F, predict the reactants needed to synthesize it. The reactants are: Cc1ccc(C(=O)[C@@H]2CCCN2C(=O)OC(C)(C)C)cc1F. (2) Given the product Cc1cc(NC(=O)OC(C)(C)C)nc(C)c1CNC(=O)c1cnn(Cc2ccc3ccc(Cl)cc3n2)c1, predict the reactants needed to synthesize it. The reactants are: Cc1cc(NC(=O)OC(C)(C)C)nc(C)c1CNC(=O)c1cn[nH]c1.Clc1ccc2ccc(CBr)nc2c1. (3) Given the product COc1cnc(-c2ccn(C)n2)c2[nH]cc(C(=O)C(=O)N3CCN(c4nnnn4-c4ccccn4)CC3)c12, predict the reactants needed to synthesize it. The reactants are: CI.COc1cnc(-c2cc[nH]n2)c2[nH]cc(C(=O)C(=O)N3CCN(c4nnnn4-c4ccccn4)CC3)c12. (4) The reactants are: Clc1ccc2c(Cl)ccnc2c1.O=C(O)c1cn(C2CC2)c2cc(N3CCNCC3)c(F)cc2c1=O. Given the product O=C(O)c1cn(C2CC2)c2cc(N3CCN(c4ccnc5cc(Cl)ccc45)CC3)c(F)cc2c1=O, predict the reactants needed to synthesize it. (5) The reactants are: O=C1C[C@H](CSc2ccccc2)N1.O=S([O-])OO. Given the product O=C1C[C@H](CS(=O)c2ccccc2)N1, predict the reactants needed to synthesize it. (6) The reactants are: CC(C)(C)OC(=O)NC1Cc2ccc(C(=O)O)cc2C1.NCc1ccccc1. Given the product CC(C)(C)OC(=O)NC1Cc2ccc(C(=O)NCc3ccccc3)cc2C1, predict the reactants needed to synthesize it. (7) Given the product O=C(NCc1cn(-c2ccccc2F)c2cc(F)ccc2c1=O)c1ccc(N2CCOCC2)nc1, predict the reactants needed to synthesize it. The reactants are: C1COCCN1.O=C(NCc1cn(-c2ccccc2F)c2cc(F)ccc2c1=O)c1ccc(Cl)nc1.